From a dataset of NCI-60 drug combinations with 297,098 pairs across 59 cell lines. Regression. Given two drug SMILES strings and cell line genomic features, predict the synergy score measuring deviation from expected non-interaction effect. (1) Drug 1: CCCCCOC(=O)NC1=NC(=O)N(C=C1F)C2C(C(C(O2)C)O)O. Drug 2: C1=CC=C(C=C1)NC(=O)CCCCCCC(=O)NO. Cell line: A498. Synergy scores: CSS=10.0, Synergy_ZIP=-6.05, Synergy_Bliss=-7.13, Synergy_Loewe=-4.09, Synergy_HSA=-4.05. (2) Drug 1: C1CCC(C1)C(CC#N)N2C=C(C=N2)C3=C4C=CNC4=NC=N3. Drug 2: CC1=C2C(C(=O)C3(C(CC4C(C3C(C(C2(C)C)(CC1OC(=O)C(C(C5=CC=CC=C5)NC(=O)OC(C)(C)C)O)O)OC(=O)C6=CC=CC=C6)(CO4)OC(=O)C)OC)C)OC. Cell line: SR. Synergy scores: CSS=67.9, Synergy_ZIP=1.21, Synergy_Bliss=0.343, Synergy_Loewe=-2.74, Synergy_HSA=0.960. (3) Drug 1: CC1=C(C=C(C=C1)NC2=NC=CC(=N2)N(C)C3=CC4=NN(C(=C4C=C3)C)C)S(=O)(=O)N.Cl. Drug 2: CN(CC1=CN=C2C(=N1)C(=NC(=N2)N)N)C3=CC=C(C=C3)C(=O)NC(CCC(=O)O)C(=O)O. Cell line: OVCAR-5. Synergy scores: CSS=19.0, Synergy_ZIP=3.20, Synergy_Bliss=8.85, Synergy_Loewe=-7.12, Synergy_HSA=7.04.